Dataset: Full USPTO retrosynthesis dataset with 1.9M reactions from patents (1976-2016). Task: Predict the reactants needed to synthesize the given product. (1) Given the product [CH3:18][S:19]([O:1][CH2:2][CH2:3][C:4]1([CH2:8][CH2:9][O:10][S:19]([CH3:18])(=[O:21])=[O:20])[CH2:7][O:6][CH2:5]1)(=[O:21])=[O:20], predict the reactants needed to synthesize it. The reactants are: [OH:1][CH2:2][CH2:3][C:4]1([CH2:8][CH2:9][OH:10])[CH2:7][O:6][CH2:5]1.CCN(CC)CC.[CH3:18][S:19](Cl)(=[O:21])=[O:20]. (2) Given the product [C:1]([C:3]1[CH:4]=[C:5]([C:13]2[O:17][N:16]=[C:15]([C:18]3[CH:19]=[CH:20][C:21]([F:35])=[C:22]4[C:26]=3[N:25]([CH3:27])[CH:24]=[C:23]4[CH2:28][CH2:29][C:30]([OH:32])=[O:31])[N:14]=2)[CH:6]=[CH:7][C:8]=1[O:9][CH:10]([CH3:12])[CH3:11])#[N:2], predict the reactants needed to synthesize it. The reactants are: [C:1]([C:3]1[CH:4]=[C:5]([C:13]2[O:17][N:16]=[C:15]([C:18]3[CH:19]=[CH:20][C:21]([F:35])=[C:22]4[C:26]=3[N:25]([CH3:27])[CH:24]=[C:23]4[CH2:28][CH2:29][C:30]([O:32]CC)=[O:31])[N:14]=2)[CH:6]=[CH:7][C:8]=1[O:9][CH:10]([CH3:12])[CH3:11])#[N:2].[OH-].[Na+].Cl. (3) Given the product [C:1]([O:5][C:6]([NH:8][CH2:9][C@H:10]1[CH2:15][CH2:14][C@H:13]([C:16]([NH:18][C@H:19]([C:36](=[O:49])[NH:37][C:38]2[CH:43]=[CH:42][C:41]([C:44]3[N:45]=[N:46][NH:47][N:48]=3)=[CH:40][CH:39]=2)[CH2:20][C:21]2[CH:26]=[CH:25][C:24]([C:27]3[CH:28]=[CH:29][C:30]([C:33]([NH:50][CH:51]4[CH2:52][CH2:53][N:54]([C:57]([O:59][C:60]([CH3:63])([CH3:62])[CH3:61])=[O:58])[CH2:55][CH2:56]4)=[O:34])=[CH:31][CH:32]=3)=[CH:23][CH:22]=2)=[O:17])[CH2:12][CH2:11]1)=[O:7])([CH3:4])([CH3:2])[CH3:3], predict the reactants needed to synthesize it. The reactants are: [C:1]([O:5][C:6]([NH:8][CH2:9][C@H:10]1[CH2:15][CH2:14][C@H:13]([C:16]([NH:18][C@H:19]([C:36](=[O:49])[NH:37][C:38]2[CH:43]=[CH:42][C:41]([C:44]3[N:45]=[N:46][NH:47][N:48]=3)=[CH:40][CH:39]=2)[CH2:20][C:21]2[CH:26]=[CH:25][C:24]([C:27]3[CH:32]=[CH:31][C:30]([C:33](O)=[O:34])=[CH:29][CH:28]=3)=[CH:23][CH:22]=2)=[O:17])[CH2:12][CH2:11]1)=[O:7])([CH3:4])([CH3:3])[CH3:2].[NH2:50][CH:51]1[CH2:56][CH2:55][N:54]([C:57]([O:59][C:60]([CH3:63])([CH3:62])[CH3:61])=[O:58])[CH2:53][CH2:52]1.F[P-](F)(F)(F)(F)F.CN(C(ON1C2=NC=CC=C2N=N1)=[N+](C)C)C.C(N(CC)C(C)C)(C)C. (4) Given the product [CH2:60]([O:59][P:41]([O:40][CH2:33][C:34]1[CH:35]=[CH:36][CH:37]=[CH:38][CH:39]=1)([O:43][C:44]1[CH:49]=[C:48]([CH3:50])[CH:47]=[C:46]([CH3:51])[C:45]=1[C:52]([CH3:58])([CH3:57])[CH2:53][C:54]([O:32][CH:24]1[CH2:23][CH2:22][CH2:21][N:20]([C:18](=[O:19])[C:14]2[CH:13]=[CH:12][C:11]([NH:10][C:8](=[O:9])[C:7]3[CH:6]=[CH:5][CH:4]=[CH:3][C:2]=3[CH3:1])=[CH:16][C:15]=2[CH3:17])[C:26]2[CH:27]=[CH:28][C:29]([Cl:31])=[CH:30][C:25]1=2)=[O:55])=[O:42])[C:61]1[CH:62]=[CH:63][CH:64]=[CH:65][CH:66]=1, predict the reactants needed to synthesize it. The reactants are: [CH3:1][C:2]1[CH:3]=[CH:4][CH:5]=[CH:6][C:7]=1[C:8]([NH:10][C:11]1[CH:12]=[CH:13][C:14]([C:18]([N:20]2[C:26]3[CH:27]=[CH:28][C:29]([Cl:31])=[CH:30][C:25]=3[CH:24]([OH:32])[CH2:23][CH2:22][CH2:21]2)=[O:19])=[C:15]([CH3:17])[CH:16]=1)=[O:9].[CH2:33]([O:40][P:41]([O:59][CH2:60][C:61]1[CH:66]=[CH:65][CH:64]=[CH:63][CH:62]=1)([O:43][C:44]1[CH:49]=[C:48]([CH3:50])[CH:47]=[C:46]([CH3:51])[C:45]=1[C:52]([CH3:58])([CH3:57])[CH2:53][C:54](O)=[O:55])=[O:42])[C:34]1[CH:39]=[CH:38][CH:37]=[CH:36][CH:35]=1.Cl.C(N=C=NCCCN(C)C)C.O.